From a dataset of Full USPTO retrosynthesis dataset with 1.9M reactions from patents (1976-2016). Predict the reactants needed to synthesize the given product. (1) Given the product [OH:4][CH2:3][CH2:2][N:1]([CH2:9][C:10]1[CH:15]=[CH:14][C:13]([C:16]#[N:17])=[CH:12][CH:11]=1)[CH2:5][CH2:6][OH:7], predict the reactants needed to synthesize it. The reactants are: [NH:1]([CH2:5][CH2:6][OH:7])[CH2:2][CH2:3][OH:4].Br[CH2:9][C:10]1[CH:15]=[CH:14][C:13]([C:16]#[N:17])=[CH:12][CH:11]=1. (2) Given the product [CH3:34][C:27](=[C:22]([CH3:21])[CH3:23])[CH2:26][CH:11]1[CH2:12][C:13]2[C:18](=[CH:17][CH:16]=[CH:15][CH:14]=2)[N:10]1[C:3](=[O:5])[CH3:2], predict the reactants needed to synthesize it. The reactants are: C[C:2](C)(C(C)=C)[C:3](=[O:5])C.[NH:10]1[C:18]2[C:13](=[CH:14][CH:15]=[CH:16][CH:17]=2)[CH:12]=[CH:11]1.N1[C:27]2[C:22](=[CH:23]C=C[CH:26]=2)[CH2:21]C=1.Cl[Sn](Cl)(Cl)Cl.Cl[CH2:34]CCl. (3) Given the product [Br:34][CH2:1][C:2]1[NH:7][C:6]([C:8]2[S:9][CH:10]=[CH:11][N:12]=2)=[N:5][CH:4]([C:13]2[CH:18]=[CH:17][CH:16]=[CH:15][C:14]=2[N+:19]([O-:21])=[O:20])[C:3]=1[C:22]([O:24][CH2:25][CH3:26])=[O:23], predict the reactants needed to synthesize it. The reactants are: [CH3:1][C:2]1[NH:7][C:6]([C:8]2[S:9][CH:10]=[CH:11][N:12]=2)=[N:5][CH:4]([C:13]2[CH:18]=[CH:17][CH:16]=[CH:15][C:14]=2[N+:19]([O-:21])=[O:20])[C:3]=1[C:22]([O:24][CH2:25][CH3:26])=[O:23].C1C(=O)N([Br:34])C(=O)C1. (4) Given the product [CH3:1][O:15][CH2:14][CH2:13][C:12]1[CH:11]=[CH:10][S:9][C:8]=1[CH3:7], predict the reactants needed to synthesize it. The reactants are: [CH3:1]C([O-])(C)C.[Na+].[CH3:7][C:8]1[S:9][CH:10]=[CH:11][C:12]=1[CH2:13][CH2:14][OH:15].CI. (5) Given the product [ClH:29].[NH2:23][C:18]1[N:17]=[C:16]([NH:15][C:11]2[CH:10]=[C:9]([NH:8][C:6](=[O:7])[C:5]3[CH:24]=[CH:25][C:2]([NH:1][C:30]4[C:39]5[C:34](=[CH:35][CH:36]=[CH:37][CH:38]=5)[N:33]=[CH:32][CH:31]=4)=[CH:3][CH:4]=3)[CH:14]=[CH:13][CH:12]=2)[CH:21]=[C:20]([CH3:22])[N:19]=1, predict the reactants needed to synthesize it. The reactants are: [NH2:1][C:2]1[CH:25]=[CH:24][C:5]([C:6]([NH:8][C:9]2[CH:14]=[CH:13][CH:12]=[C:11]([NH:15][C:16]3[CH:21]=[C:20]([CH3:22])[N:19]=[C:18]([NH2:23])[N:17]=3)[CH:10]=2)=[O:7])=[CH:4][CH:3]=1.CCO.[Cl:29][C:30]1[C:39]2[C:34](=[CH:35][CH:36]=[CH:37][CH:38]=2)[N:33]=[CH:32][CH:31]=1.Cl. (6) Given the product [NH2:33][C:30]1[CH:31]=[CH:32][N:27]([C@H:13]2[C@@:14]([OH:18])([CH3:17])[C@H:15]([F:16])[C@@H:11]([CH2:10][OH:9])[O:12]2)[C:28](=[O:42])[N:29]=1, predict the reactants needed to synthesize it. The reactants are: C([O:9][CH2:10][C@@H:11]1[C@@H:15]([F:16])[C@:14]([O:18]C(=O)C2C=CC=CC=2)([CH3:17])[C@H:13]([N:27]2[CH:32]=[CH:31][C:30]([NH:33]C(=O)C3C=CC=CC=3)=[N:29][C:28]2=[O:42])[O:12]1)(=O)C1C=CC=CC=1.C[O-].[Na+].CO. (7) Given the product [Br:11][C:10]1[C:9]([O:12][CH3:13])=[CH:8][C:4]([C:5]([NH:19][S:16]([CH3:15])(=[O:18])=[O:17])=[O:6])=[C:3]([F:14])[CH:2]=1, predict the reactants needed to synthesize it. The reactants are: C[C:2]1[C:3]([F:14])=[C:4]([CH:8]=[C:9]([O:12][CH3:13])[C:10]=1[Br:11])[C:5](O)=[O:6].[CH3:15][S:16]([NH2:19])(=[O:18])=[O:17].CCN=C=NCCCN(C)C.Cl. (8) Given the product [Cl:1][C:2]1[CH:3]=[C:4]([N:13]([CH2:30][CH3:31])[C@H:14]2[CH2:19][CH2:18][C@H:17]([N:20]([CH3:29])[CH:21]([C:23]3[CH:24]=[N:25][CH:26]=[CH:27][CH:28]=3)[CH3:22])[CH2:16][CH2:15]2)[C:5]([CH3:12])=[C:6]([CH:11]=1)[C:7]([OH:9])=[O:8], predict the reactants needed to synthesize it. The reactants are: [Cl:1][C:2]1[CH:3]=[C:4]([N:13]([CH2:30][CH3:31])[C@H:14]2[CH2:19][CH2:18][C@H:17]([N:20]([CH3:29])[CH:21]([C:23]3[CH:24]=[N:25][CH:26]=[CH:27][CH:28]=3)[CH3:22])[CH2:16][CH2:15]2)[C:5]([CH3:12])=[C:6]([CH:11]=1)[C:7]([O:9]C)=[O:8].[OH-].[Na+].